From a dataset of Full USPTO retrosynthesis dataset with 1.9M reactions from patents (1976-2016). Predict the reactants needed to synthesize the given product. (1) Given the product [CH:23]([O:26][C:27]([C:29]1[C:34]([C:35]([N:17]2[CH2:18][CH2:19][N:14]([CH2:13][C:12]3[CH:21]=[CH:22][C:9]([F:8])=[CH:10][CH:11]=3)[C:15](=[O:20])[CH2:16]2)=[O:36])=[CH:33][CH:32]=[CH:31][N:30]=1)=[O:28])([CH3:25])[CH3:24], predict the reactants needed to synthesize it. The reactants are: FC(F)(F)C([O-])=O.[F:8][C:9]1[CH:22]=[CH:21][C:12]([CH2:13][N:14]2[CH2:19][CH2:18][NH2+:17][CH2:16][C:15]2=[O:20])=[CH:11][CH:10]=1.[CH:23]([O:26][C:27]([C:29]1[C:34]([C:35](O)=[O:36])=[CH:33][CH:32]=[CH:31][N:30]=1)=[O:28])([CH3:25])[CH3:24].C(Cl)CCl.C(N(CC)CC)C. (2) Given the product [Br:1][C:2]1[CH:3]=[C:4]([C:14]([O:16][CH3:17])=[O:15])[C:5]2[C:6]([Cl:18])=[CH:7][N:8]([CH:11]([CH3:13])[CH3:12])[C:9]=2[CH:10]=1, predict the reactants needed to synthesize it. The reactants are: [Br:1][C:2]1[CH:3]=[C:4]([C:14]([O:16][CH3:17])=[O:15])[C:5]2[CH:6]=[CH:7][N:8]([CH:11]([CH3:13])[CH3:12])[C:9]=2[CH:10]=1.[Cl:18]N1C(=O)CCC1=O. (3) The reactants are: [NH2:1][C:2]1[CH:3]=[CH:4][C:5]([F:33])=[C:6]([C:8]23[CH2:16][N:15]([C:17]4[N:22]=[CH:21][C:20]([F:23])=[CH:19][N:18]=4)[CH2:14][CH:13]2[CH2:12][S:11][C:10]([NH:24][C:25](=[O:32])[C:26]2[CH:31]=[CH:30][CH:29]=[CH:28][CH:27]=2)=[N:9]3)[CH:7]=1.[F:34][C:35]1[CH:36]=[CH:37][C:38]([C:41](O)=[O:42])=[N:39][CH:40]=1.ON1C2C=CC=CC=2N=N1.Cl.CN(C)CCCN=C=NCC.[OH-].[Na+]. Given the product [C:25]([NH:24][C:10]1[S:11][CH2:12][CH:13]2[CH2:14][N:15]([C:17]3[N:22]=[CH:21][C:20]([F:23])=[CH:19][N:18]=3)[CH2:16][C:8]2([C:6]2[CH:7]=[C:2]([NH:1][C:41]([C:38]3[CH:37]=[CH:36][C:35]([F:34])=[CH:40][N:39]=3)=[O:42])[CH:3]=[CH:4][C:5]=2[F:33])[N:9]=1)(=[O:32])[C:26]1[CH:31]=[CH:30][CH:29]=[CH:28][CH:27]=1, predict the reactants needed to synthesize it. (4) Given the product [CH:8]1[C:9]2[C:4](=[CH:3][C:2]([NH:1][C:20]([NH:19][CH2:18][C:17]3[CH:16]=[CH:15][C:14]([C:13]([F:12])([F:25])[F:24])=[CH:23][CH:22]=3)=[O:21])=[CH:11][CH:10]=2)[CH:5]=[CH:6][N:7]=1, predict the reactants needed to synthesize it. The reactants are: [NH2:1][C:2]1[CH:3]=[C:4]2[C:9](=[CH:10][CH:11]=1)[CH:8]=[N:7][CH:6]=[CH:5]2.[F:12][C:13]([F:25])([F:24])[C:14]1[CH:23]=[CH:22][C:17]([CH2:18][N:19]=[C:20]=[O:21])=[CH:16][CH:15]=1.